From a dataset of Forward reaction prediction with 1.9M reactions from USPTO patents (1976-2016). Predict the product of the given reaction. (1) Given the reactants [CH2:1]([OH:4])[CH2:2][OH:3].[Cl:5][C:6]1[CH:11]=[CH:10][C:9]([N:12]2[CH:16]=[C:15]([CH:17]=O)[N:14]=[CH:13]2)=[CH:8][CH:7]=1.C12(CS(O)(=O)=O)C(C)(C)C(CC1)CC2=O, predict the reaction product. The product is: [Cl:5][C:6]1[CH:7]=[CH:8][C:9]([N:12]2[CH:16]=[C:15]([CH:17]3[O:4][CH2:1][CH2:2][O:3]3)[N:14]=[CH:13]2)=[CH:10][CH:11]=1. (2) Given the reactants [OH:1][C:2]1[CH:3]=[CH:4][C:5]([N:8]2[CH:12]=[CH:11][C:10]([CH:13]([C:15]3[CH:32]=[CH:31][C:18]4[N:19]([CH2:23][O:24][CH2:25][CH2:26][Si:27]([CH3:30])([CH3:29])[CH3:28])[C:20](=[O:22])[S:21][C:17]=4[CH:16]=3)[CH3:14])=[N:9]2)=[N:6][CH:7]=1.C(=O)([O-])[O-].[K+].[K+].Br[CH2:40][CH2:41][CH2:42][O:43][CH:44]1[CH2:49][CH2:48][CH2:47][CH2:46][O:45]1, predict the reaction product. The product is: [O:45]1[CH2:46][CH2:47][CH2:48][CH2:49][CH:44]1[O:43][CH2:42][CH2:41][CH2:40][O:1][C:2]1[CH:3]=[CH:4][C:5]([N:8]2[CH:12]=[CH:11][C:10]([CH:13]([C:15]3[CH:32]=[CH:31][C:18]4[N:19]([CH2:23][O:24][CH2:25][CH2:26][Si:27]([CH3:30])([CH3:29])[CH3:28])[C:20](=[O:22])[S:21][C:17]=4[CH:16]=3)[CH3:14])=[N:9]2)=[N:6][CH:7]=1.